From a dataset of Forward reaction prediction with 1.9M reactions from USPTO patents (1976-2016). Predict the product of the given reaction. (1) Given the reactants Br[C:2]1[CH:3]=[C:4]2[C:10](I)=[N:9][N:8](C3CCCCO3)[C:5]2=[CH:6][N:7]=1.[C:18]([C:20]1[CH:21]=[C:22]([N:35]2[CH2:40][CH2:39][N:38](C(OC(C)(C)C)=O)[CH2:37][CH2:36]2)[CH:23]=[C:24](B2OC(C)(C)C(C)(C)O2)[CH:25]=1)#[N:19].[N:48]1[CH:53]=[CH:52][CH:51]=[C:50](B2OC(C)(C)C(C)(C)O2)[CH:49]=1, predict the reaction product. The product is: [N:35]1([C:22]2[CH:21]=[C:20]([CH:25]=[C:24]([C:10]3[C:4]4[C:5](=[CH:6][N:7]=[C:2]([C:50]5[CH:49]=[N:48][CH:53]=[CH:52][CH:51]=5)[CH:3]=4)[NH:8][N:9]=3)[CH:23]=2)[C:18]#[N:19])[CH2:36][CH2:37][NH:38][CH2:39][CH2:40]1. (2) Given the reactants [I-].[CH2:2]([N+:9]1[CH:14]=[CH:13][CH:12]=[C:11]([C:15]([NH2:17])=O)[CH:10]=1)[C:3]1[CH:8]=[CH:7][CH:6]=[CH:5][CH:4]=1.C(=O)([O-])[O-:19].[Na+].[Na+].S(S([O-])=O)([O-])=O.[Na+].[Na+], predict the reaction product. The product is: [CH2:2]([NH:9][C:10](=[O:19])[C:11]1[CH2:12][CH:13]=[CH:14][NH:17][CH:15]=1)[C:3]1[CH:4]=[CH:5][CH:6]=[CH:7][CH:8]=1. (3) Given the reactants [F:1][C:2]1[C:7]([F:8])=[CH:6][CH:5]=[CH:4][C:3]=1[C:9]1[CH:10]=[C:11]2[C:17]([NH2:18])=[N:16][NH:15][C:12]2=[CH:13][N:14]=1.[C:19](Cl)(=[O:23])[CH:20]([CH3:22])[CH3:21], predict the reaction product. The product is: [F:1][C:2]1[C:7]([F:8])=[CH:6][CH:5]=[CH:4][C:3]=1[C:9]1[CH:10]=[C:11]2[C:17]([NH:18][C:19](=[O:23])[CH:20]([CH3:22])[CH3:21])=[N:16][NH:15][C:12]2=[CH:13][N:14]=1. (4) Given the reactants [NH2:1][C:2]1[N:10]=[C:9]([O:11][CH2:12][CH2:13][CH2:14][CH3:15])[N:8]=[C:7]2[C:3]=1[NH:4][C:5](=[O:47])[N:6]2[CH2:16][C:17]1[CH:46]=[CH:45][C:20]([O:21][CH2:22][CH2:23][CH2:24][N:25]([CH2:34][CH2:35][N:36]([C:38](OC(C)(C)C)=O)[CH3:37])[CH2:26][C:27]([O:29][C:30](C)(C)C)=[O:28])=[CH:19][CH:18]=1.Cl.C=O.C([BH3-])#N.[Na+].[OH-].[Na+], predict the reaction product. The product is: [NH2:1][C:2]1[N:10]=[C:9]([O:11][CH2:12][CH2:13][CH2:14][CH3:15])[N:8]=[C:7]2[C:3]=1[NH:4][C:5](=[O:47])[N:6]2[CH2:16][C:17]1[CH:46]=[CH:45][C:20]([O:21][CH2:22][CH2:23][CH2:24][N:25]([CH2:34][CH2:35][N:36]([CH3:37])[CH3:38])[CH2:26][C:27]([O:29][CH3:30])=[O:28])=[CH:19][CH:18]=1. (5) Given the reactants [C:1]([C:5]1[CH:6]=[C:7]([C@@H:11]([NH2:13])[CH3:12])[CH:8]=[CH:9][CH:10]=1)([CH3:4])([CH3:3])[CH3:2].C([O:18][C:19]([C:21]1[CH:26]=[CH:25][CH:24]=[CH:23][C:22]=1[C:27]1[CH:32]=[CH:31][C:30]([CH2:33][N:34]2[C:42]3[C:37](=[CH:38][C:39]([C:43](O)=[O:44])=[CH:40][CH:41]=3)[C:36]([CH3:46])=[C:35]2[CH3:47])=[CH:29][CH:28]=1)=[O:20])(C)(C)C, predict the reaction product. The product is: [C:1]([C:5]1[CH:6]=[C:7]([C@@H:11]([NH:13][C:43]([C:39]2[CH:38]=[C:37]3[C:42](=[CH:41][CH:40]=2)[N:34]([CH2:33][C:30]2[CH:29]=[CH:28][C:27]([C:22]4[C:21]([C:19]([OH:20])=[O:18])=[CH:26][CH:25]=[CH:24][CH:23]=4)=[CH:32][CH:31]=2)[C:35]([CH3:47])=[C:36]3[CH3:46])=[O:44])[CH3:12])[CH:8]=[CH:9][CH:10]=1)([CH3:4])([CH3:2])[CH3:3]. (6) Given the reactants [CH3:1][O:2][C:3]1[CH:4]=[C:5]([NH:9][CH2:10][CH2:11][C:12]2[CH:17]=[CH:16][C:15]([C:18]([F:21])([F:20])[F:19])=[CH:14][CH:13]=2)[CH:6]=[CH:7][CH:8]=1.C(OC([NH:29][CH:30]([C:34]1[CH:39]=[CH:38][CH:37]=[CH:36][C:35]=1[O:40][CH3:41])[C:31](O)=[O:32])=O)(C)(C)C.Cl.CN(C)CCCN=C=NCC.Cl, predict the reaction product. The product is: [NH2:29][CH:30]([C:34]1[CH:39]=[CH:38][CH:37]=[CH:36][C:35]=1[O:40][CH3:41])[C:31]([N:9]([C:5]1[CH:6]=[CH:7][CH:8]=[C:3]([O:2][CH3:1])[CH:4]=1)[CH2:10][CH2:11][C:12]1[CH:17]=[CH:16][C:15]([C:18]([F:20])([F:19])[F:21])=[CH:14][CH:13]=1)=[O:32].